From a dataset of Forward reaction prediction with 1.9M reactions from USPTO patents (1976-2016). Predict the product of the given reaction. (1) Given the reactants COC1C=CC(C[N:10]2[CH2:14][C:13]3([CH2:19][CH2:18][CH2:17][C:16]([CH2:29][N:30]4[C:34]5[CH:35]=[C:36]([C:39]#[N:40])[CH:37]=[CH:38][C:33]=5[N:32]=[CH:31]4)([CH2:20][O:21][CH2:22][C:23]4[CH:28]=[CH:27][CH:26]=[CH:25][CH:24]=4)[CH2:15]3)[O:12][C:11]2=[O:41])=CC=1.C(OCC)(=O)C.[OH-].[Na+], predict the reaction product. The product is: [O:41]=[C:11]1[NH:10][CH2:14][C:13]2([CH2:19][CH2:18][CH2:17][C:16]([CH2:29][N:30]3[C:34]4[CH:35]=[C:36]([C:39]#[N:40])[CH:37]=[CH:38][C:33]=4[N:32]=[CH:31]3)([CH2:20][O:21][CH2:22][C:23]3[CH:28]=[CH:27][CH:26]=[CH:25][CH:24]=3)[CH2:15]2)[O:12]1. (2) Given the reactants O=[C:2]([CH2:8][C:9](=[O:16])[C:10]1[CH:15]=[CH:14][CH:13]=[CH:12][CH:11]=1)[C:3]([O:5][CH2:6][CH3:7])=[O:4].Cl.O[NH2:19], predict the reaction product. The product is: [C:10]1([C:9]2[O:16][N:19]=[C:2]([C:3]([O:5][CH2:6][CH3:7])=[O:4])[CH:8]=2)[CH:15]=[CH:14][CH:13]=[CH:12][CH:11]=1. (3) The product is: [CH3:11][O:10][CH2:9][C@H:8]([N:7]1[CH2:2][CH2:3][NH:4][C:5]1=[O:6])[CH3:12]. Given the reactants Cl[CH2:2][CH2:3][NH:4][C:5]([NH:7][C@@H:8]([CH3:12])[CH2:9][O:10][CH3:11])=[O:6].[H-].[Na+].CCOC(C)=O, predict the reaction product. (4) Given the reactants B(F)(F)F.CCOCC.[H]1[BH2][H][BH2]1.[C:14]1([C:37]2[CH:42]=[CH:41][CH:40]=[CH:39][CH:38]=2)[CH:19]=[CH:18][C:17]([CH2:20][C:21]([N:23]2[CH2:32][CH2:31][C:30]3[C:25](=[CH:26][C:27]([O:35][CH3:36])=[C:28]([O:33][CH3:34])[CH:29]=3)[CH2:24]2)=O)=[CH:16][CH:15]=1, predict the reaction product. The product is: [C:14]1([C:37]2[CH:42]=[CH:41][CH:40]=[CH:39][CH:38]=2)[CH:15]=[CH:16][C:17]([CH2:20][CH2:21][N:23]2[CH2:32][CH2:31][C:30]3[C:25](=[CH:26][C:27]([O:35][CH3:36])=[C:28]([O:33][CH3:34])[CH:29]=3)[CH2:24]2)=[CH:18][CH:19]=1. (5) Given the reactants [NH2:1][C:2]1[C:10]2[C:5](=[N:6][C:7]([CH3:13])=[C:8]([OH:12])[C:9]=2[CH3:11])[S:4][C:3]=1[C:14]([O:16][C:17]([CH3:20])([CH3:19])[CH3:18])=[O:15].C([O-])([O-])=O.[K+].[K+].Br[CH2:28][CH2:29][Cl:30].O, predict the reaction product. The product is: [NH2:1][C:2]1[C:10]2[C:5](=[N:6][C:7]([CH3:13])=[C:8]([O:12][CH2:28][CH2:29][Cl:30])[C:9]=2[CH3:11])[S:4][C:3]=1[C:14]([O:16][C:17]([CH3:20])([CH3:19])[CH3:18])=[O:15].